Dataset: Full USPTO retrosynthesis dataset with 1.9M reactions from patents (1976-2016). Task: Predict the reactants needed to synthesize the given product. (1) Given the product [Cl:28][C:16]1[C:17]([C:19]2[N:23]3[CH:24]=[CH:25][CH:26]=[CH:27][C:22]3=[N:21][CH:20]=2)=[N:18][C:13]([NH:12][C:9]2[CH:10]=[CH:11][C:6]([O:5][CH:3]3[CH2:2][N:1]([C:31](=[O:33])[CH3:32])[CH2:4]3)=[CH:7][C:8]=2[O:29][CH3:30])=[N:14][CH:15]=1, predict the reactants needed to synthesize it. The reactants are: [NH:1]1[CH2:4][CH:3]([O:5][C:6]2[CH:11]=[CH:10][C:9]([NH:12][C:13]3[N:18]=[C:17]([C:19]4[N:23]5[CH:24]=[CH:25][CH:26]=[CH:27][C:22]5=[N:21][CH:20]=4)[C:16]([Cl:28])=[CH:15][N:14]=3)=[C:8]([O:29][CH3:30])[CH:7]=2)[CH2:2]1.[C:31](OC(=O)C)(=[O:33])[CH3:32]. (2) Given the product [N:1]1([C@@H:7]2[CH2:11][CH2:10][N:9]([C:12]3[S:13][C:14]4[CH:20]=[C:19]([C:31]5[N:36]=[C:35]([C:37]([O:50][CH:47]([CH3:49])[CH3:48])=[O:38])[CH:34]=[CH:33][CH:32]=5)[CH:18]=[CH:17][C:15]=4[N:16]=3)[CH2:8]2)[CH2:6][CH2:5][CH2:4][CH2:3][CH2:2]1, predict the reactants needed to synthesize it. The reactants are: [N:1]1([C@@H:7]2[CH2:11][CH2:10][N:9]([C:12]3[S:13][C:14]4[CH:20]=[C:19](B5OC(C)(C)C(C)(C)O5)[CH:18]=[CH:17][C:15]=4[N:16]=3)[CH2:8]2)[CH2:6][CH2:5][CH2:4][CH2:3][CH2:2]1.Br[C:31]1[N:36]=[C:35]([C:37](OC)=[O:38])[CH:34]=[CH:33][CH:32]=1.C([O-])([O-])=O.[K+].[K+].[CH:47]([OH:50])([CH3:49])[CH3:48].